This data is from Reaction yield outcomes from USPTO patents with 853,638 reactions. The task is: Predict the reaction yield, written as a fraction of the theoretical maximum amount of product (1.0 means a 100% yield; for example, 0.34 means a 34% yield). (1) The reactants are [O:1]1[CH:5]=[N:4][C:3]([C:6]([NH:9]C(=O)OC(C)(C)C)([CH3:8])[CH3:7])=[N:2]1.[ClH:17]. The catalyst is C(OCC)(=O)C. The product is [ClH:17].[CH3:7][C:6]([NH2:9])([C:3]1[N:4]=[CH:5][O:1][N:2]=1)[CH3:8]. The yield is 0.940. (2) The reactants are [F:1][C:2]1([F:10])[CH2:4][CH:3]1[C:5](=O)[CH2:6][C:7]#[N:8].[NH2:11][NH2:12]. The catalyst is C(O)C. The product is [F:1][C:2]1([F:10])[CH2:4][CH:3]1[C:5]1[CH:6]=[C:7]([NH2:8])[NH:12][N:11]=1. The yield is 0.540. (3) The reactants are [F:1][C:2]1[CH:3]=[C:4]([N+:9]([O-])=O)[C:5]([NH2:8])=[N:6][CH:7]=1.[H][H]. The catalyst is C(O)C.[Pd]. The product is [F:1][C:2]1[CH:3]=[C:4]([NH2:9])[C:5]([NH2:8])=[N:6][CH:7]=1. The yield is 0.960. (4) The reactants are [NH2:1][C:2]1[CH:7]=[CH:6][C:5]([C:8]([N:10]2[CH2:16][C:15]3([CH3:18])[CH2:17][CH:11]2[CH2:12][C:13]([CH3:20])([CH3:19])[CH2:14]3)=[O:9])=[CH:4][CH:3]=1.[Cl:21][CH2:22][C:23](Cl)=[O:24]. The catalyst is C1COCC1. The product is [Cl:21][CH2:22][C:23]([NH:1][C:2]1[CH:3]=[CH:4][C:5]([C:8]([N:10]2[CH2:16][C:15]3([CH3:18])[CH2:17][CH:11]2[CH2:12][C:13]([CH3:20])([CH3:19])[CH2:14]3)=[O:9])=[CH:6][CH:7]=1)=[O:24]. The yield is 0.860.